This data is from Blood-brain barrier permeability classification from the B3DB database. The task is: Regression/Classification. Given a drug SMILES string, predict its absorption, distribution, metabolism, or excretion properties. Task type varies by dataset: regression for continuous measurements (e.g., permeability, clearance, half-life) or binary classification for categorical outcomes (e.g., BBB penetration, CYP inhibition). Dataset: b3db_classification. (1) The compound is CCC[C@@H](N[C@H](C)C(=O)N1[C@H](C(=O)O)C[C@@H]2CCCC[C@@H]21)C(=O)OCC. The result is 1 (penetrates BBB). (2) The drug is NC(=O)CN1C(=O)[C@@H](c2ccccc2)c2ccccc21. The result is 1 (penetrates BBB). (3) The drug is COCOC(=O)[C@@H]1N2C(=O)[C@H](N3C(=O)[C@@H](c4ccc(O)cc4)NC3(C)C)[C@@H]2SC1(C)C. The result is 0 (does not penetrate BBB). (4) The compound is CN[C@H]1C[C@@H](c2ccc(Cl)c(Cl)c2)c2ccccc21. The result is 1 (penetrates BBB). (5) The compound is CC(=O)OCC(=O)[C@@]12N=C(C)O[C@@H]1CC1C3CCC4=CC(=O)C=C[C@]4(C)C3[C@@H](O)C[C@@]12C. The result is 1 (penetrates BBB). (6) The drug is NC(N)=NCC1COC2(CCCCC2)O1. The result is 0 (does not penetrate BBB). (7) The drug is CC(C)OP(=O)(F)OC(C)C. The result is 0 (does not penetrate BBB).